From a dataset of Full USPTO retrosynthesis dataset with 1.9M reactions from patents (1976-2016). Predict the reactants needed to synthesize the given product. Given the product [C:1]([O:5][C:6]([N:8]1[C:21]2[C:13](=[CH:14][C:15]3[CH2:16][O:17][CH2:18][C:19]=3[CH:20]=2)[C@@H:12]([N:22]([CH2:28][C:29]2[CH:30]=[C:31]([C:39]([F:40])([F:41])[F:42])[CH:32]=[C:33]([C:35]([F:36])([F:37])[F:38])[CH:34]=2)[C:23]2[N:24]=[N:25][N:26]([CH2:44][CH2:45][N:46]3[C:47](=[O:56])[C:48]4[C:49](=[CH:52][CH:53]=[CH:54][CH:55]=4)[C:50]3=[O:51])[N:27]=2)[CH2:11][CH2:10][CH2:9]1)=[O:7])([CH3:4])([CH3:2])[CH3:3], predict the reactants needed to synthesize it. The reactants are: [C:1]([O:5][C:6]([N:8]1[C:21]2[C:13](=[CH:14][C:15]3[CH2:16][O:17][CH2:18][C:19]=3[CH:20]=2)[C@@H:12]([N:22]([CH2:28][C:29]2[CH:34]=[C:33]([C:35]([F:38])([F:37])[F:36])[CH:32]=[C:31]([C:39]([F:42])([F:41])[F:40])[CH:30]=2)[C:23]2[N:24]=[N:25][NH:26][N:27]=2)[CH2:11][CH2:10][CH2:9]1)=[O:7])([CH3:4])([CH3:3])[CH3:2].O[CH2:44][CH2:45][N:46]1[C:50](=[O:51])[C:49]2=[CH:52][CH:53]=[CH:54][CH:55]=[C:48]2[C:47]1=[O:56].C1(P(C2C=CC=CC=2)C2C=CC=CC=2)C=CC=CC=1.CCOC(/N=N/C(OCC)=O)=O.